From a dataset of Full USPTO retrosynthesis dataset with 1.9M reactions from patents (1976-2016). Predict the reactants needed to synthesize the given product. Given the product [F:21][C:5]1[CH:4]=[C:3]([C:1](=[N:22][OH:23])[NH2:2])[CH:19]=[C:18]([F:20])[C:6]=1[CH2:7][N:8]([CH3:17])[CH2:9][C:10]([O:12][C:13]([CH3:14])([CH3:15])[CH3:16])=[O:11], predict the reactants needed to synthesize it. The reactants are: [C:1]([C:3]1[CH:19]=[C:18]([F:20])[C:6]([CH2:7][N:8]([CH3:17])[CH2:9][C:10]([O:12][C:13]([CH3:16])([CH3:15])[CH3:14])=[O:11])=[C:5]([F:21])[CH:4]=1)#[N:2].[NH2:22][OH:23].